From a dataset of Catalyst prediction with 721,799 reactions and 888 catalyst types from USPTO. Predict which catalyst facilitates the given reaction. (1) Reactant: [Br:1][C:2]1[C:7]([CH3:8])=[N:6][N:5]2[C:9]([C:13]3[S:17][C:16]([N:18]4[CH2:23][CH2:22][O:21][CH2:20][CH2:19]4)=[N:15][C:14]=3[CH3:24])=[C:10]([CH3:12])[N:11]=[C:4]2[C:3]=1[CH:25]([CH2:28][CH3:29])[CH2:26][CH3:27].[Li][CH2:31]CCC.CCCCCC.IC. Product: [Br:1][C:2]1([CH3:31])[C:7]([CH3:8])=[N:6][N:5]2[CH:9]([C:13]3[S:17][C:16]([N:18]4[CH2:23][CH2:22][O:21][CH2:20][CH2:19]4)=[N:15][C:14]=3[CH3:24])[C:10]([CH3:12])=[N:11][C:4]2=[C:3]1[CH:25]([CH2:28][CH3:29])[CH2:26][CH3:27]. The catalyst class is: 28. (2) Reactant: [NH:1]1[CH2:6][CH2:5][CH2:4][C@@H:3]([CH2:7][NH:8][C:9](=[O:15])[O:10][CH2:11][CH2:12][O:13][CH3:14])[CH2:2]1.Cl[C:17]1[C:26]2[C:21](=[CH:22][C:23]([CH3:27])=[CH:24][CH:25]=2)[N:20]=[C:19]([C:28]2[C:33]([F:34])=[CH:32][CH:31]=[CH:30][C:29]=2[OH:35])[N:18]=1.C(N(CC)CC)C. Product: [F:34][C:33]1[CH:32]=[CH:31][CH:30]=[C:29]([OH:35])[C:28]=1[C:19]1[N:18]=[C:17]([N:1]2[CH2:6][CH2:5][CH2:4][C@@H:3]([CH2:7][NH:8][C:9](=[O:15])[O:10][CH2:11][CH2:12][O:13][CH3:14])[CH2:2]2)[C:26]2[C:21](=[CH:22][C:23]([CH3:27])=[CH:24][CH:25]=2)[N:20]=1. The catalyst class is: 2. (3) Reactant: C(OC([NH:11][C@@H:12]([CH2:23][C:24]1[CH:29]=[CH:28][C:27]([C:30]2[N:35]=[CH:34][C:33]([C:36]3[CH:41]=[CH:40][C:39]([O:42][CH2:43][CH2:44][CH2:45][CH2:46][CH2:47][CH2:48][CH3:49])=[CH:38][CH:37]=3)=[CH:32][N:31]=2)=[CH:26][CH:25]=1)[C:13]([N:15]1[CH2:18][CH:17]([C:19]([O:21][CH3:22])=[O:20])[CH2:16]1)=[O:14])=O)C1C=CC=CC=1. Product: [NH2:11][C@@H:12]([CH2:23][C:24]1[CH:29]=[CH:28][C:27]([C:30]2[N:35]=[CH:34][C:33]([C:36]3[CH:37]=[CH:38][C:39]([O:42][CH2:43][CH2:44][CH2:45][CH2:46][CH2:47][CH2:48][CH3:49])=[CH:40][CH:41]=3)=[CH:32][N:31]=2)=[CH:26][CH:25]=1)[C:13]([N:15]1[CH2:16][CH:17]([C:19]([O:21][CH3:22])=[O:20])[CH2:18]1)=[O:14]. The catalyst class is: 19. (4) Reactant: FC(F)(F)C(OC(=O)C(F)(F)F)=O.[C:14]([C@@H:17]1[CH2:21][CH2:20][C:19](=[O:22])[N:18]1[C:23]([O:25][C:26]([CH3:29])([CH3:28])[CH3:27])=[O:24])(=O)[NH2:15].C(N(CC)CC)C. Product: [C:14]([C@@H:17]1[CH2:21][CH2:20][C:19](=[O:22])[N:18]1[C:23]([O:25][C:26]([CH3:29])([CH3:28])[CH3:27])=[O:24])#[N:15]. The catalyst class is: 46.